This data is from Reaction yield outcomes from USPTO patents with 853,638 reactions. The task is: Predict the reaction yield, written as a fraction of the theoretical maximum amount of product (1.0 means a 100% yield; for example, 0.34 means a 34% yield). (1) The reactants are [CH3:1][S@@:2]([CH2:4][CH2:5][CH2:6][O:7][CH2:8][C:9]1[CH:14]=[CH:13][CH:12]=[CH:11][CH:10]=1)=[O:3].[S:15](N)([C:18]1[CH:26]=[CH:25][C:21]([N+:22]([O-:24])=[O:23])=[CH:20][CH:19]=1)(=[O:17])=[O:16].CCCCCC. The catalyst is C(Cl)Cl. The product is [S:15]([C:18]1[CH:26]=[CH:25][C:21]([N+:22]([O-:24])=[O:23])=[CH:20][CH:19]=1)([OH:3])(=[O:17])=[O:16].[CH3:1][S@:2]([CH2:4][CH2:5][CH2:6][O:7][CH2:8][C:9]1[CH:14]=[CH:13][CH:12]=[CH:11][CH:10]=1)(=[NH:22])=[O:3]. The yield is 0.150. (2) The reactants are [CH2:1]([N:8]1[CH2:13][CH2:12][CH:11]([C:14]([O:16]CC)=O)[CH2:10][CH2:9]1)[C:2]1[CH:7]=[CH:6][CH:5]=[CH:4][CH:3]=1.Cl.[CH3:20][NH:21][O:22][CH3:23].C([Mg]Cl)(C)C. The catalyst is C1COCC1. The product is [CH2:1]([N:8]1[CH2:9][CH2:10][CH:11]([C:14]([N:21]([O:22][CH3:23])[CH3:20])=[O:16])[CH2:12][CH2:13]1)[C:2]1[CH:3]=[CH:4][CH:5]=[CH:6][CH:7]=1. The yield is 0.840. (3) The reactants are [CH3:1][NH:2][C:3]([C:5]1[CH:10]=[C:9]([O:11][C:12]2[CH:17]=[CH:16][C:15]([NH2:18])=[CH:14][CH:13]=2)[CH:8]=[CH:7][N:6]=1)=[O:4].[C:19](N1C=CN=C1)(N1C=CN=C1)=[O:20].[C:31]([C:35]1[CH:36]=[C:37]([NH2:48])[N:38]([C:40]2[CH:45]=[CH:44][C:43]([O:46][CH3:47])=[CH:42][CH:41]=2)[N:39]=1)([CH3:34])([CH3:33])[CH3:32].C(O)(=O)CC(CC(O)=O)(C(O)=O)O. The catalyst is C(Cl)Cl. The product is [CH3:1][NH:2][C:3]([C:5]1[CH:10]=[C:9]([O:11][C:12]2[CH:17]=[CH:16][C:15]([NH:18][C:19]([NH:48][C:37]3[N:38]([C:40]4[CH:45]=[CH:44][C:43]([O:46][CH3:47])=[CH:42][CH:41]=4)[N:39]=[C:35]([C:31]([CH3:34])([CH3:32])[CH3:33])[CH:36]=3)=[O:20])=[CH:14][CH:13]=2)[CH:8]=[CH:7][N:6]=1)=[O:4]. The yield is 0.450.